Task: Predict the product of the given reaction.. Dataset: Forward reaction prediction with 1.9M reactions from USPTO patents (1976-2016) (1) The product is: [CH3:34][O:33][C:29]1[CH:28]=[C:27]([C@@H:25]([NH:22][C:23]([N:4]2[CH2:5][CH2:6][N:1]([C:7]3[C:8]4[S:15][C:14]([N:16]5[CH2:17][CH2:18][O:19][CH2:20][CH2:21]5)=[CH:13][C:9]=4[N:10]=[CH:11][N:12]=3)[CH2:2][CH2:3]2)=[O:24])[CH3:26])[CH:32]=[CH:31][CH:30]=1. Given the reactants [N:1]1([C:7]2[C:8]3[S:15][C:14]([N:16]4[CH2:21][CH2:20][O:19][CH2:18][CH2:17]4)=[CH:13][C:9]=3[N:10]=[CH:11][N:12]=2)[CH2:6][CH2:5][NH:4][CH2:3][CH2:2]1.[N:22]([C@H:25]([C:27]1[CH:32]=[CH:31][CH:30]=[C:29]([O:33][CH3:34])[CH:28]=1)[CH3:26])=[C:23]=[O:24].C(N(CC)C(C)C)(C)C, predict the reaction product. (2) Given the reactants C(OC([N:8]1[CH2:13][CH2:12][N:11]([C:14]2[C:15]3[C:30]([O:31][CH3:32])=[CH:29][N:28]=[CH:27][C:16]=3[N:17]=[C:18]([C:20]3[CH:25]=[CH:24][N:23]=[C:22](Cl)[CH:21]=3)[N:19]=2)[CH2:10][CH2:9]1)=O)(C)(C)C.[F:33][C:34]1[C:39]([NH2:40])=[CH:38][CH:37]=[CH:36][N:35]=1, predict the reaction product. The product is: [F:33][C:34]1[C:39]([NH:40][C:22]2[CH:21]=[C:20]([C:18]3[N:19]=[C:14]([N:11]4[CH2:10][CH2:9][NH:8][CH2:13][CH2:12]4)[C:15]4[C:30]([O:31][CH3:32])=[CH:29][N:28]=[CH:27][C:16]=4[N:17]=3)[CH:25]=[CH:24][N:23]=2)=[CH:38][CH:37]=[CH:36][N:35]=1.